This data is from Full USPTO retrosynthesis dataset with 1.9M reactions from patents (1976-2016). The task is: Predict the reactants needed to synthesize the given product. (1) Given the product [C:4]([CH:3]([C:7]([O:9][CH2:50][CH3:51])=[O:8])[CH2:10][C:11]1[C:20]2[C:19](=[CH:24][C:23]([O:25][CH3:26])=[CH:22][C:21]=2[O:27][CH3:28])[O:18][C:17](=[O:29])[CH:16]=1)([O:6][CH2:30][CH3:31])=[O:5], predict the reactants needed to synthesize it. The reactants are: C([C:3]([CH2:10][CH3:11])([C:7]([O-:9])=[O:8])[C:4]([O-:6])=[O:5])C.ClCCC1[C:24]2[C:19](=[CH:20][C:21]([O:27][CH3:28])=[CH:22][C:23]=2[O:25][CH3:26])[O:18][C:17](=[O:29])[CH:16]=1.[CH2:30]1OCCOCCOCCOCCOCCO[CH2:31]1.[I-].[K+].[CH3:50][C:51](C)([O-])C.[K+].Cl. (2) Given the product [C:25]([N:12]1[C@H:8]([CH2:7][C:4]2[CH:3]=[CH:2][C:1]([C:14]3[CH:15]=[CH:16][CH:17]=[CH:18][CH:19]=3)=[CH:6][CH:5]=2)[CH2:9][CH2:10][C:11]1=[O:13])(=[O:27])[CH3:26], predict the reactants needed to synthesize it. The reactants are: [C:1]1([C:14]2[CH:19]=[CH:18][CH:17]=[CH:16][CH:15]=2)[CH:6]=[CH:5][C:4]([CH2:7][C@H:8]2[NH:12][C:11](=[O:13])[CH2:10][CH2:9]2)=[CH:3][CH:2]=1.C([Li])CCC.[C:25](Cl)(=[O:27])[CH3:26]. (3) Given the product [CH:14]1([CH2:15][O:12][C:5]2[CH:6]=[C:7]([CH:10]=[CH:11][C:4]=2[O:3][CH:2]([F:13])[F:1])[CH:8]=[O:9])[CH2:23][CH2:24]1, predict the reactants needed to synthesize it. The reactants are: [F:1][CH:2]([F:13])[O:3][C:4]1[CH:11]=[CH:10][C:7]([CH:8]=[O:9])=[CH:6][C:5]=1[OH:12].[CH2:14]1[CH2:24][CH2:23]N2C(=NCCC2)C[CH2:15]1.C1(CBr)CC1.O. (4) Given the product [CH3:10][C:4]1([C:7]#[N:8])[CH2:5][CH2:6][O:1][CH2:2][CH2:3]1, predict the reactants needed to synthesize it. The reactants are: [O:1]1[CH2:6][CH2:5][CH:4]([C:7]#[N:8])[CH2:3][CH2:2]1.[Li+].[CH3:10][Si]([N-][Si](C)(C)C)(C)C.IC.